From a dataset of Catalyst prediction with 721,799 reactions and 888 catalyst types from USPTO. Predict which catalyst facilitates the given reaction. (1) Reactant: Cl.[F:2][C:3]1[CH:8]=[C:7]([F:9])[CH:6]=[CH:5][C:4]=1[C:10]1[C:18]2[CH:17]=[CH:16][C:15](=[O:19])[N:14]([C:20]3[CH:25]=[CH:24][C:23]([N:26]4[CH2:31][CH2:30][N:29]([CH3:32])[CH2:28][CH2:27]4)=[CH:22][CH:21]=3)[C:13]=2[S:12][C:11]=1C(OCC)=O.Cl. Product: [F:2][C:3]1[CH:8]=[C:7]([F:9])[CH:6]=[CH:5][C:4]=1[C:10]1[C:18]2[CH:17]=[CH:16][C:15](=[O:19])[N:14]([C:20]3[CH:21]=[CH:22][C:23]([N:26]4[CH2:27][CH2:28][N:29]([CH3:32])[CH2:30][CH2:31]4)=[CH:24][CH:25]=3)[C:13]=2[S:12][CH:11]=1. The catalyst class is: 12. (2) The catalyst class is: 3. Product: [CH2:19]([N:12]1[C:13]2[C:14](=[N:15][CH:16]=[CH:17][CH:18]=2)[N:10]([C:6]2[CH:5]=[C:4]3[C:9](=[CH:8][CH:7]=2)[N:1]([C:23]2[S:24][CH:25]=[CH:26][N:27]=2)[CH:2]=[CH:3]3)[C:11]1=[O:21])[CH3:20]. Reactant: [NH:1]1[C:9]2[C:4](=[CH:5][C:6]([N:10]3[C:14]4=[N:15][CH:16]=[CH:17][CH:18]=[C:13]4[N:12]([CH2:19][CH3:20])[C:11]3=[O:21])=[CH:7][CH:8]=2)[CH2:3][CH2:2]1.Cl[C:23]1[S:24][CH:25]=[CH:26][N:27]=1.C([O-])([O-])=O.[Cs+].[Cs+].C([O-])(O)=O.[Na+].